This data is from hERG Central: cardiac toxicity at 1µM, 10µM, and general inhibition. The task is: Predict hERG channel inhibition at various concentrations. (1) The drug is Cc1cccc(C(=O)NCCCN(C)CCCNC(=O)c2cccc(C)c2)c1. Results: hERG_inhib (hERG inhibition (general)): blocker. (2) The compound is O=C(COC(=O)c1ccccc1C(=O)N1CCN(c2ccccc2)CC1)NCc1ccccc1. Results: hERG_inhib (hERG inhibition (general)): blocker.